From a dataset of Forward reaction prediction with 1.9M reactions from USPTO patents (1976-2016). Predict the product of the given reaction. (1) Given the reactants [F:1][C:2]1[CH:7]=[C:6]([O:8][C:9]2[CH:14]=[CH:13][N:12]=[C:11]([NH:15][C:16]([N:18]3[CH2:21][CH:20]([OH:22])[CH2:19]3)=[O:17])[CH:10]=2)[C:5]([F:23])=[CH:4][C:3]=1[NH:24][C:25]([CH2:27][C:28]1([CH2:31][C:32]([NH:34][C:35]2[CH:40]=[CH:39][C:38]([F:41])=[CH:37][CH:36]=2)=[O:33])[CH2:30][CH2:29]1)=[O:26].[ClH:42].O, predict the reaction product. The product is: [ClH:42].[F:1][C:2]1[CH:7]=[C:6]([O:8][C:9]2[CH:14]=[CH:13][N:12]=[C:11]([NH:15][C:16]([N:18]3[CH2:19][CH:20]([OH:22])[CH2:21]3)=[O:17])[CH:10]=2)[C:5]([F:23])=[CH:4][C:3]=1[NH:24][C:25]([CH2:27][C:28]1([CH2:31][C:32]([NH:34][C:35]2[CH:36]=[CH:37][C:38]([F:41])=[CH:39][CH:40]=2)=[O:33])[CH2:30][CH2:29]1)=[O:26]. (2) Given the reactants [Cl:1][C:2]1[C:3](O)=[C:4]([O:11][CH3:12])[CH:5]=[C:6]([CH:10]=1)C(O)=O.[CH2:14](Br)[C:15]1[CH:20]=[CH:19][CH:18]=[CH:17][CH:16]=1.[C:22](=[O:25])([O-])[O-:23].[K+].[K+].C(O[CH2:32][CH3:33])(=O)C.CN([CH:37]=[O:38])C, predict the reaction product. The product is: [CH2:14]([O:23][C:22](=[O:25])[C:6]1[CH:5]=[C:4]([O:11][CH3:12])[C:3]([O:38][CH2:37][C:33]2[CH:32]=[CH:6][CH:10]=[CH:2][CH:3]=2)=[C:2]([Cl:1])[CH:10]=1)[C:15]1[CH:20]=[CH:19][CH:18]=[CH:17][CH:16]=1. (3) Given the reactants Cl[C:2]1[C:7]([O:8][C:9]2[CH:14]=[CH:13][CH:12]=[C:11]([O:15][CH3:16])[CH:10]=2)=[C:6]([Cl:17])[N:5]=[C:4]([N:18]2[CH2:23][CH2:22][O:21][CH2:20][CH2:19]2)[N:3]=1.[K].[C:25]1([CH2:31][CH2:32][S:33]([NH2:36])(=[O:35])=[O:34])[CH:30]=[CH:29][CH:28]=[CH:27][CH:26]=1, predict the reaction product. The product is: [Cl:17][C:6]1[N:5]=[C:4]([N:18]2[CH2:23][CH2:22][O:21][CH2:20][CH2:19]2)[N:3]=[C:2]([NH:36][S:33]([CH2:32][CH2:31][C:25]2[CH:30]=[CH:29][CH:28]=[CH:27][CH:26]=2)(=[O:34])=[O:35])[C:7]=1[O:8][C:9]1[CH:14]=[CH:13][CH:12]=[C:11]([O:15][CH3:16])[CH:10]=1. (4) Given the reactants [C:1]([O:5][C:6](=[O:20])[NH:7][C:8]1[CH:13]=[C:12]([C:14]([F:17])([F:16])[F:15])[C:11]([Cl:18])=[CH:10][C:9]=1[NH2:19])([CH3:4])([CH3:3])[CH3:2].C([O:25][C:26](=O)[CH2:27][C:28]([C:30]1[CH:35]=[CH:34][CH:33]=[C:32]([C:36]2[CH:41]=[C:40]([CH3:42])[N:39]=[C:38]([CH3:43])[CH:37]=2)[CH:31]=1)=[O:29])(C)(C)C, predict the reaction product. The product is: [C:1]([O:5][C:6](=[O:20])[NH:7][C:8]1[CH:13]=[C:12]([C:14]([F:17])([F:16])[F:15])[C:11]([Cl:18])=[CH:10][C:9]=1[NH:19][C:26](=[O:25])[CH2:27][C:28]([C:30]1[CH:35]=[CH:34][CH:33]=[C:32]([C:36]2[CH:37]=[C:38]([CH3:43])[N:39]=[C:40]([CH3:42])[CH:41]=2)[CH:31]=1)=[O:29])([CH3:4])([CH3:2])[CH3:3]. (5) The product is: [Cl:21][C:16]1[C:15]([N:14]2[C:5]3[C:4]4[CH:3]=[C:2]([C:31]5[CH:30]=[N:29][C:28]([O:42][CH3:43])=[C:27]([NH:26][CH2:24][CH3:25])[CH:32]=5)[CH:11]=[CH:10][C:9]=4[N:8]=[CH:7][C:6]=3[N:12]([CH3:23])[C:13]2=[O:22])=[CH:19][N:18]([CH3:20])[N:17]=1. Given the reactants Br[C:2]1[CH:11]=[CH:10][C:9]2[N:8]=[CH:7][C:6]3[N:12]([CH3:23])[C:13](=[O:22])[N:14]([C:15]4[C:16]([Cl:21])=[N:17][N:18]([CH3:20])[CH:19]=4)[C:5]=3[C:4]=2[CH:3]=1.[CH2:24]([NH:26][C:27]1[C:28]([O:42][CH3:43])=[N:29][CH:30]=[C:31](B2OC(C)(C)C(C)(C)O2)[CH:32]=1)[CH3:25], predict the reaction product. (6) Given the reactants OS(O)(=O)=O.[N+:6]([O-:9])(O)=[O:7].[Br:10][C:11]1[S:15][N:14]=[CH:13][CH:12]=1.[Br-], predict the reaction product. The product is: [Br:10][C:11]1[S:15][N:14]=[CH:13][C:12]=1[N+:6]([O-:9])=[O:7]. (7) Given the reactants [C:1]([OH:14])(=[O:13])/[CH:2]=[CH:3]/[C:4]1[CH:12]=[CH:11][C:9]([OH:10])=[C:6]([O:7][CH3:8])[CH:5]=1.[CH:15]1[C:16]([CH2:24][C@@H:25]([NH2:42])[CH2:26][C:27]([N:29]2[CH2:41][C:33]3=[N:34][N:35]=[C:36]([C:37]([F:40])([F:39])[F:38])[N:32]3[CH2:31][CH2:30]2)=[O:28])=[C:17]([F:23])[CH:18]=[C:19]([F:22])[C:20]=1[F:21], predict the reaction product. The product is: [CH:15]1[C:16]([CH2:24][C@@H:25]([NH2:42])[CH2:26][C:27]([N:29]2[CH2:41][C:33]3=[N:34][N:35]=[C:36]([C:37]([F:40])([F:39])[F:38])[N:32]3[CH2:31][CH2:30]2)=[O:28])=[C:17]([F:23])[CH:18]=[C:19]([F:22])[C:20]=1[F:21].[C:1]([O-:14])(=[O:13])/[CH:2]=[CH:3]/[C:4]1[CH:12]=[CH:11][C:9]([OH:10])=[C:6]([O:7][CH3:8])[CH:5]=1.